Dataset: Reaction yield outcomes from USPTO patents with 853,638 reactions. Task: Predict the reaction yield, written as a fraction of the theoretical maximum amount of product (1.0 means a 100% yield; for example, 0.34 means a 34% yield). The reactants are [CH:1]1([CH:5]=[C:6]2[CH2:15][CH2:14][C:13]3[CH:12]=[C:11]([C:16]([O:18]C)=[O:17])[CH:10]=[CH:9][C:8]=3[C:7]2=O)[CH2:4][CH2:3][CH2:2]1.Cl.[Cl:22][C:23]1[CH:30]=[C:29]([NH:31][NH2:32])[CH:28]=[CH:27][C:24]=1[C:25]#[N:26]. No catalyst specified. The product is [Cl:22][C:23]1[CH:30]=[C:29]([N:31]2[CH:5]([CH:1]3[CH2:4][CH2:3][CH2:2]3)[CH:6]3[C:7]([C:8]4[CH:9]=[CH:10][C:11]([C:16]([OH:18])=[O:17])=[CH:12][C:13]=4[CH2:14][CH2:15]3)=[N:32]2)[CH:28]=[CH:27][C:24]=1[C:25]#[N:26]. The yield is 0.650.